From a dataset of CYP3A4 inhibition data for predicting drug metabolism from PubChem BioAssay. Regression/Classification. Given a drug SMILES string, predict its absorption, distribution, metabolism, or excretion properties. Task type varies by dataset: regression for continuous measurements (e.g., permeability, clearance, half-life) or binary classification for categorical outcomes (e.g., BBB penetration, CYP inhibition). Dataset: cyp3a4_veith. (1) The result is 0 (non-inhibitor). The compound is C(=NCCN1CCOCC1)=NC1CCCCC1. (2) The molecule is CC(C)CN1CCC2(CC1)CCN(C(=O)Oc1ccccc1)CC2. The result is 0 (non-inhibitor). (3) The drug is COc1cc(NC(=O)c2ccco2)c(C(=O)O)cc1OC. The result is 0 (non-inhibitor). (4) The compound is CC(=O)N1CCN(c2nc(C)nc3sc4c(c23)CCC(C)C4)CC1. The result is 0 (non-inhibitor). (5) The result is 0 (non-inhibitor). The drug is Cc1ccc(S(=O)(=O)n2nc(C)c(Br)c2C)c(C)c1C. (6) The result is 1 (inhibitor). The molecule is COc1ccc(CCNC(=O)CCCCCN2C(=O)c3ccccc3C2=O)cc1. (7) The drug is COc1cccc(CN2C(=O)N(C(C)C)C(N(O)C(=O)NC(C)C)C2(C)C)c1OC. The result is 0 (non-inhibitor).